From a dataset of Catalyst prediction with 721,799 reactions and 888 catalyst types from USPTO. Predict which catalyst facilitates the given reaction. The catalyst class is: 30. Product: [Cl:1][C:2]1[CH:7]=[CH:6][C:5]2[C:8]3[C:13](=[CH:12][N:11]=[C:10]([CH3:18])[CH:9]=3)[C:14](=[O:15])[N:16]([CH3:17])[C:4]=2[CH:3]=1. Reactant: [Cl:1][C:2]1[CH:7]=[CH:6][C:5]([C:8]2[C:13]([C:14]([NH:16][CH3:17])=[O:15])=[CH:12][N:11]=[C:10]([CH3:18])[CH:9]=2)=[C:4](F)[CH:3]=1.[H-].[Na+].